This data is from Forward reaction prediction with 1.9M reactions from USPTO patents (1976-2016). The task is: Predict the product of the given reaction. (1) Given the reactants [C:1]([O:5][C:6]([N:8]1[CH2:13][CH2:12][CH:11]([C:14]2[CH:19]=[CH:18][CH:17]=[C:16]([O:20][CH3:21])[CH:15]=2)[CH:10]([OH:22])[CH2:9]1)=[O:7])([CH3:4])([CH3:3])[CH3:2].N1C=CC=CC=1.CC(OI1(OC(C)=O)(OC(C)=O)OC(=O)C2C=CC=CC1=2)=O, predict the reaction product. The product is: [C:1]([O:5][C:6]([N:8]1[CH2:13][CH2:12][CH:11]([C:14]2[CH:19]=[CH:18][CH:17]=[C:16]([O:20][CH3:21])[CH:15]=2)[C:10](=[O:22])[CH2:9]1)=[O:7])([CH3:4])([CH3:3])[CH3:2]. (2) Given the reactants [Si]([O:8][CH2:9][C:10]([CH3:16])([CH3:15])[C:11]([O:13]C)=O)(C(C)(C)C)(C)C.CC(C)C(=O)[CH2:20][C:21]#[N:22], predict the reaction product. The product is: [OH:8][CH2:9][C:10]([CH3:15])([CH3:16])[C:11](=[O:13])[CH2:20][C:21]#[N:22]. (3) Given the reactants [OH:1][C:2]1[CH:7]=[C:6]([OH:8])[N:5]=[C:4]([CH3:9])[N:3]=1.[N+:10]([O-])([OH:12])=[O:11], predict the reaction product. The product is: [CH3:9][C:4]1[N:5]=[C:6]([OH:8])[C:7]([N+:10]([O-:12])=[O:11])=[C:2]([OH:1])[N:3]=1. (4) Given the reactants [NH2:1][C:2]1[C:7]([CH:8]=[O:9])=[C:6]([CH:10]2[CH2:15][CH2:14][CH2:13][N:12](C(OC(C)(C)C)=O)[CH2:11]2)[CH:5]=[C:4]([C:23]2[C:28]([OH:29])=[CH:27][CH:26]=[CH:25][C:24]=2[O:30][CH2:31][C:32]2[CH:37]=[CH:36][CH:35]=[CH:34][CH:33]=2)[N:3]=1.[ClH:38], predict the reaction product. The product is: [ClH:38].[NH2:1][C:2]1[N:3]=[C:4]([C:23]2[C:28]([OH:29])=[CH:27][CH:26]=[CH:25][C:24]=2[O:30][CH2:31][C:32]2[CH:37]=[CH:36][CH:35]=[CH:34][CH:33]=2)[CH:5]=[C:6]([CH:10]2[CH2:15][CH2:14][CH2:13][NH:12][CH2:11]2)[C:7]=1[CH:8]=[O:9]. (5) Given the reactants Cl.[Cl:2][C:3]1[CH:8]=[CH:7][CH:6]=[CH:5][C:4]=1[CH:9]1[N:13]([C:14]2[CH:19]=[CH:18][CH:17]=[C:16]([C:20]3[CH2:21][CH2:22][NH:23][CH2:24][CH:25]=3)[CH:15]=2)[N:12]=[C:11]([C:26]([C:32]([F:35])([F:34])[F:33])([C:28]([F:31])([F:30])[F:29])[OH:27])[CH2:10]1.[CH:36]1([S:39](Cl)(=[O:41])=[O:40])[CH2:38][CH2:37]1.C(N(CC)CC)C, predict the reaction product. The product is: [Cl:2][C:3]1[CH:8]=[CH:7][CH:6]=[CH:5][C:4]=1[CH:9]1[N:13]([C:14]2[CH:19]=[CH:18][CH:17]=[C:16]([C:20]3[CH2:21][CH2:22][N:23]([S:39]([CH:36]4[CH2:38][CH2:37]4)(=[O:41])=[O:40])[CH2:24][CH:25]=3)[CH:15]=2)[N:12]=[C:11]([C:26]([C:32]([F:35])([F:33])[F:34])([C:28]([F:29])([F:30])[F:31])[OH:27])[CH2:10]1.